From a dataset of HIV replication inhibition screening data with 41,000+ compounds from the AIDS Antiviral Screen. Binary Classification. Given a drug SMILES string, predict its activity (active/inactive) in a high-throughput screening assay against a specified biological target. (1) The drug is Br.CN(C1=NCCO1)c1cccc2ccccc12. The result is 0 (inactive). (2) The molecule is CN(C)c1ccc(C=C(C#N)c2c(Cl)cccc2Cl)cc1. The result is 0 (inactive). (3) The compound is O=C(NO)c1ccc([N+](=O)[O-])cc1. The result is 0 (inactive). (4) The drug is Cl.O=C1OC(O)C(Oc2ccc(Cl)cc2)=C1Cl. The result is 0 (inactive).